From a dataset of Peptide-MHC class I binding affinity with 185,985 pairs from IEDB/IMGT. Regression. Given a peptide amino acid sequence and an MHC pseudo amino acid sequence, predict their binding affinity value. This is MHC class I binding data. (1) The peptide sequence is NARGEDTQMR. The MHC is HLA-A68:01 with pseudo-sequence HLA-A68:01. The binding affinity (normalized) is 0.743. (2) The peptide sequence is GLFGFVNFV. The MHC is HLA-A02:01 with pseudo-sequence HLA-A02:01. The binding affinity (normalized) is 0.797. (3) The peptide sequence is PQVLGGLSF. The MHC is HLA-A25:01 with pseudo-sequence HLA-A25:01. The binding affinity (normalized) is 0.0847. (4) The peptide sequence is GPFDLALDV. The MHC is H-2-Ld with pseudo-sequence H-2-Ld. The binding affinity (normalized) is 0. (5) The MHC is HLA-B08:03 with pseudo-sequence HLA-B08:03. The peptide sequence is KSRENSTLI. The binding affinity (normalized) is 0.0847. (6) The peptide sequence is ITGQIIFGF. The MHC is HLA-A69:01 with pseudo-sequence HLA-A69:01. The binding affinity (normalized) is 0.0847. (7) The peptide sequence is SFNHVLKRK. The MHC is HLA-A68:01 with pseudo-sequence HLA-A68:01. The binding affinity (normalized) is 0.0653. (8) The binding affinity (normalized) is 0.542. The peptide sequence is RQFPTAFEC. The MHC is Mamu-B52 with pseudo-sequence Mamu-B52. (9) The peptide sequence is VEIPNRIVF. The MHC is HLA-B08:03 with pseudo-sequence HLA-B08:03. The binding affinity (normalized) is 0.0847. (10) The peptide sequence is YTPFNKLSV. The MHC is Mamu-B08 with pseudo-sequence Mamu-B08. The binding affinity (normalized) is 0.